Dataset: Catalyst prediction with 721,799 reactions and 888 catalyst types from USPTO. Task: Predict which catalyst facilitates the given reaction. (1) Reactant: [NH2:1][C:2]1[CH:30]=[CH:29][C:5]2[NH:6][C:7]([C:12]3[C:13](=[O:28])[N:14]([CH2:23][CH2:24][CH:25]([CH3:27])[CH3:26])[C:15]4[C:20]([C:21]=3[OH:22])=[CH:19][CH:18]=[CH:17][N:16]=4)=[N:8][S:9](=[O:11])(=[O:10])[C:4]=2[CH:3]=1.[Cl:31][C:32]1[S:33][C:34]([S:38](Cl)(=[O:40])=[O:39])=[CH:35][C:36]=1[Cl:37]. Product: [Cl:37][C:36]1[CH:35]=[C:34]([S:38]([NH:1][C:2]2[CH:30]=[CH:29][C:5]3[NH:6][C:7]([C:12]4[C:13](=[O:28])[N:14]([CH2:23][CH2:24][CH:25]([CH3:27])[CH3:26])[C:15]5[C:20]([C:21]=4[OH:22])=[CH:19][CH:18]=[CH:17][N:16]=5)=[N:8][S:9](=[O:11])(=[O:10])[C:4]=3[CH:3]=2)(=[O:40])=[O:39])[S:33][C:32]=1[Cl:31]. The catalyst class is: 300. (2) Reactant: [CH3:1][O:2][C:3]1[CH:15]=[CH:14][CH:13]=[CH:12][C:4]=1[CH:5]=[C:6]1[CH2:10][CH2:9][NH:8][C:7]1=[O:11].[H-].[Na+].[CH3:18]I.O. Product: [CH3:1][O:2][C:3]1[CH:15]=[CH:14][CH:13]=[CH:12][C:4]=1[CH:5]=[C:6]1[CH2:10][CH2:9][N:8]([CH3:18])[C:7]1=[O:11]. The catalyst class is: 9. (3) Reactant: N1([CH2:6][CH2:7][N:8]2[CH:12]=[C:11]([NH:13][C:14]3[N:19]=[C:18]([NH:20][C:21]4[CH:26]=[CH:25][C:24]([O:27][CH2:28][CH3:29])=[CH:23][CH:22]=4)[C:17]([N+:30]([O-:32])=[O:31])=[CH:16][N:15]=3)[CH:10]=[N:9]2)C=CC=N1.NC1C=NN(CC[CH2:41][CH:42]2[CH2:47][CH2:46][N:45]([C:48]([O:50][C:51]([CH3:54])([CH3:53])[CH3:52])=[O:49])[CH2:44][CH2:43]2)C=1.CCN(C(C)C)C(C)C. Product: [CH2:28]([O:27][C:24]1[CH:25]=[CH:26][C:21]([NH:20][C:18]2[C:17]([N+:30]([O-:32])=[O:31])=[CH:16][N:15]=[C:14]([NH:13][C:11]3[CH:10]=[N:9][N:8]([CH2:7][CH2:6][CH2:41][CH:42]4[CH2:47][CH2:46][N:45]([C:48]([O:50][C:51]([CH3:52])([CH3:54])[CH3:53])=[O:49])[CH2:44][CH2:43]4)[CH:12]=3)[N:19]=2)=[CH:22][CH:23]=1)[CH3:29]. The catalyst class is: 12. (4) Reactant: [F:1][C:2]1[CH:3]=[C:4]([OH:8])[CH:5]=[CH:6][CH:7]=1.[CH2:9]([O:11][C:12](=[O:15])[CH2:13]Cl)[CH3:10].C([O-])([O-])=O.[K+].[K+]. Product: [CH2:9]([O:11][C:12](=[O:15])[CH2:13][O:8][C:4]1[CH:5]=[CH:6][CH:7]=[C:2]([F:1])[CH:3]=1)[CH3:10]. The catalyst class is: 21. (5) Reactant: [CH3:1][O:2][C:3]1[C:4]([OH:13])=[C:5]([CH:8]=[CH:9][C:10]=1[O:11][CH3:12])[CH:6]=[O:7].[N+:14]([O-])([OH:16])=[O:15]. Product: [OH:13][C:4]1[C:3]([O:2][CH3:1])=[C:10]([O:11][CH3:12])[C:9]([N+:14]([O-:16])=[O:15])=[CH:8][C:5]=1[CH:6]=[O:7]. The catalyst class is: 15. (6) Reactant: Br[C:2]1[CH:7]=[CH:6][CH:5]=[C:4]([Br:8])[N:3]=1.C(=O)=O.CC(C)=O.[Li]CCCC.[CH:21](=[O:25])[CH2:22][CH2:23][CH3:24]. The catalyst class is: 1. Product: [Br:8][C:4]1[N:3]=[C:2]([CH:21]([OH:25])[CH2:22][CH2:23][CH3:24])[CH:7]=[CH:6][CH:5]=1. (7) Reactant: [NH2:1][CH2:2][C:3]1[NH:7][C:6]2[CH:8]=[CH:9][CH:10]=[C:11]([N:12]3[CH2:17][CH2:16][N:15]([C:18]([O:20][C:21]([CH3:24])([CH3:23])[CH3:22])=[O:19])[CH2:14][CH2:13]3)[C:5]=2[N:4]=1.[O:25]1[C:34]2[C:29](=[N:30][CH:31]=[CH:32][CH:33]=2)[C:28](=O)[CH2:27][CH2:26]1.[C:36](O)(=O)C.C(O[BH-](OC(=O)C)OC(=O)C)(=O)C.[Na+]. Product: [O:25]1[C:34]2[C:29](=[N:30][CH:31]=[CH:32][CH:33]=2)[CH:28]([NH:1][CH2:2][C:3]2[N:4]([CH3:36])[C:5]3[C:11]([N:12]4[CH2:17][CH2:16][N:15]([C:18]([O:20][C:21]([CH3:24])([CH3:23])[CH3:22])=[O:19])[CH2:14][CH2:13]4)=[CH:10][CH:9]=[CH:8][C:6]=3[N:7]=2)[CH2:27][CH2:26]1. The catalyst class is: 417. (8) Reactant: [CH2:1]([N:3]([CH2:32][CH3:33])[CH2:4][CH2:5]/[CH:6]=[CH:7]/[C:8]1[CH:13]=[CH:12][CH:11]=[CH:10][C:9]=1[S:14]([NH:17][C:18]1[CH:27]=[CH:26][C:25]2[CH2:24][CH2:23][CH2:22][CH2:21][C:20]=2[C:19]=1[C:28]([O:30][CH3:31])=[O:29])(=[O:16])=[O:15])[CH3:2]. Product: [CH2:32]([N:3]([CH2:1][CH3:2])[CH2:4][CH2:5][CH2:6][CH2:7][C:8]1[CH:13]=[CH:12][CH:11]=[CH:10][C:9]=1[S:14]([NH:17][C:18]1[CH:27]=[CH:26][C:25]2[CH2:24][CH2:23][CH2:22][CH2:21][C:20]=2[C:19]=1[C:28]([O:30][CH3:31])=[O:29])(=[O:15])=[O:16])[CH3:33]. The catalyst class is: 19.